Dataset: Full USPTO retrosynthesis dataset with 1.9M reactions from patents (1976-2016). Task: Predict the reactants needed to synthesize the given product. (1) Given the product [CH3:29][C:24]1([CH3:30])[C:25]([CH3:28])([CH3:27])[O:26][B:22]([C:2]2[CH:7]=[CH:6][C:5]([N:8]3[C:12](=[O:13])[N:11]([CH2:14][O:15][CH2:16][CH2:17][Si:18]([CH3:21])([CH3:20])[CH3:19])[N:10]=[CH:9]3)=[CH:4][CH:3]=2)[O:23]1, predict the reactants needed to synthesize it. The reactants are: Br[C:2]1[CH:7]=[CH:6][C:5]([N:8]2[C:12](=[O:13])[N:11]([CH2:14][O:15][CH2:16][CH2:17][Si:18]([CH3:21])([CH3:20])[CH3:19])[N:10]=[CH:9]2)=[CH:4][CH:3]=1.[B:22]1([B:22]2[O:26][C:25]([CH3:28])([CH3:27])[C:24]([CH3:30])([CH3:29])[O:23]2)[O:26][C:25]([CH3:28])([CH3:27])[C:24]([CH3:30])([CH3:29])[O:23]1.CC([O-])=O.[K+]. (2) Given the product [O:1]1[C:5]2[CH:6]=[CH:7][C:8]([C:10]3([C:13]([NH:15][C:16]4[CH:17]=[C:18]([C:23]5[CH:28]=[CH:27][C:26]([C:29]6[N:34]=[N:35][NH:36][N:30]=6)=[C:25]([Cl:31])[CH:24]=5)[C:19]([CH3:22])=[CH:20][CH:21]=4)=[O:14])[CH2:12][CH2:11]3)=[CH:9][C:4]=2[O:3][CH2:2]1, predict the reactants needed to synthesize it. The reactants are: [O:1]1[C:5]2[CH:6]=[CH:7][C:8]([C:10]3([C:13]([NH:15][C:16]4[CH:17]=[C:18]([C:23]5[CH:28]=[CH:27][C:26]([C:29]#[N:30])=[C:25]([Cl:31])[CH:24]=5)[C:19]([CH3:22])=[CH:20][CH:21]=4)=[O:14])[CH2:12][CH2:11]3)=[CH:9][C:4]=2[O:3][CH2:2]1.[Cl-].[NH4+].[N-:34]=[N+:35]=[N-:36].[Na+].